Predict the product of the given reaction. From a dataset of Forward reaction prediction with 1.9M reactions from USPTO patents (1976-2016). (1) Given the reactants CON(C)[C:4]([C:6]1[C:15](=[O:16])[C:14]2[C:9](=[CH:10][CH:11]=[CH:12][CH:13]=2)[N:8]([CH2:17][C:18]2[CH:23]=[CH:22][CH:21]=[C:20]([Br:24])[N:19]=2)[CH:7]=1)=[O:5].[CH3:26][C:27]1[CH:32]=[CH:31][C:30](I)=[C:29]([CH3:34])[N:28]=1.C([Mg]Cl)(C)C, predict the reaction product. The product is: [Br:24][C:20]1[N:19]=[C:18]([CH2:17][N:8]2[C:9]3[C:14](=[CH:13][CH:12]=[CH:11][CH:10]=3)[C:15](=[O:16])[C:6]([C:4]([C:32]3[C:27]([CH3:26])=[N:28][C:29]([CH3:34])=[CH:30][CH:31]=3)=[O:5])=[CH:7]2)[CH:23]=[CH:22][CH:21]=1. (2) Given the reactants C(OC([NH:8][C@H:9]([CH2:43][CH2:44][CH2:45][CH2:46][NH:47]C(OC(C)(C)C)=O)[C:10]([NH:12][CH2:13][CH2:14][C:15]([O:17][C:18]1[CH:19]=[CH:20][C:21]2[C:27]3[C:28]([O:36][CH3:37])=[C:29]([O:34][CH3:35])[C:30]([O:32][CH3:33])=[CH:31][C:26]=3[CH2:25][CH2:24][C@H:23]([NH:38][C:39](=[O:41])[CH3:40])[C:22]=2[CH:42]=1)=[O:16])=[O:11])=O)(C)(C)C.Cl.CCOCC, predict the reaction product. The product is: [NH2:8][C@H:9]([CH2:43][CH2:44][CH2:45][CH2:46][NH2:47])[C:10]([NH:12][CH2:13][CH2:14][C:15]([O:17][C:18]1[CH:19]=[CH:20][C:21]2[C:27]3[C:28]([O:36][CH3:37])=[C:29]([O:34][CH3:35])[C:30]([O:32][CH3:33])=[CH:31][C:26]=3[CH2:25][CH2:24][C@H:23]([NH:38][C:39](=[O:41])[CH3:40])[C:22]=2[CH:42]=1)=[O:16])=[O:11].